This data is from Forward reaction prediction with 1.9M reactions from USPTO patents (1976-2016). The task is: Predict the product of the given reaction. (1) Given the reactants [CH3:1][C@:2]1([C:27]([O:29]C)=[O:28])[CH2:6][CH2:5][CH2:4][N:3]1[C:7]([CH:9]1[CH2:14][CH2:13][N:12]([C:15]2[CH:16]=[N:17][CH:18]=[CH:19][C:20]=2[C:21]2[S:22][C:23]([CH3:26])=[N:24][N:25]=2)[CH2:11][CH2:10]1)=[O:8].C1COCC1.[OH-].[Na+].Cl, predict the reaction product. The product is: [CH3:1][C@:2]1([C:27]([OH:29])=[O:28])[CH2:6][CH2:5][CH2:4][N:3]1[C:7]([CH:9]1[CH2:14][CH2:13][N:12]([C:15]2[CH:16]=[N:17][CH:18]=[CH:19][C:20]=2[C:21]2[S:22][C:23]([CH3:26])=[N:24][N:25]=2)[CH2:11][CH2:10]1)=[O:8]. (2) The product is: [Br:1][C:2]1[CH:7]=[CH:6][C:5]([CH2:8][CH2:9][C:10]2([CH2:16][O:17][Si:18]([C:21]([CH3:24])([CH3:23])[CH3:22])([CH3:20])[CH3:19])[CH2:14][O:13][C:12]([CH3:15])=[N:11]2)=[CH:4][CH:3]=1. Given the reactants [Br:1][C:2]1[CH:7]=[CH:6][C:5]([CH:8]=[CH:9][C:10]2([CH2:16][O:17][Si:18]([C:21]([CH3:24])([CH3:23])[CH3:22])([CH3:20])[CH3:19])[CH2:14][O:13][C:12]([CH3:15])=[N:11]2)=[CH:4][CH:3]=1, predict the reaction product. (3) The product is: [Br:41][CH2:2][C:3]1[CH:4]=[C:5]([CH:13]=[C:14]([O:16][S:17]([CH3:20])(=[O:19])=[O:18])[CH:15]=1)[C:6]([O:8][C:9]([CH3:12])([CH3:11])[CH3:10])=[O:7]. Given the reactants O[CH2:2][C:3]1[CH:4]=[C:5]([CH:13]=[C:14]([O:16][S:17]([CH3:20])(=[O:19])=[O:18])[CH:15]=1)[C:6]([O:8][C:9]([CH3:12])([CH3:11])[CH3:10])=[O:7].C1(P(C2C=CC=CC=2)C2C=CC=CC=2)C=CC=CC=1.C(Br)(Br)(Br)[Br:41], predict the reaction product. (4) The product is: [F:1][C:2]1[C:3]([N:10]2[N:14]=[CH:13][CH:12]=[N:11]2)=[C:4]([CH:7]=[CH:8][CH:9]=1)[C:5]([OH:19])=[O:15]. Given the reactants [F:1][C:2]1[C:3]([N:10]2[N:14]=[CH:13][CH:12]=[N:11]2)=[C:4]([CH:7]=[CH:8][CH:9]=1)[C:5]#N.[OH-:15].[Na+].Cl.C[OH:19], predict the reaction product. (5) Given the reactants [NH:1]1[CH2:6][CH2:5][O:4][CH2:3][CH2:2]1.C(N(CC)C(C)C)(C)C.Cl[C:17]1[C:18]2[C:25]([I:26])=[CH:24][N:23]([CH2:27][O:28][CH2:29][CH2:30][Si:31]([CH3:34])([CH3:33])[CH3:32])[C:19]=2[N:20]=[CH:21][N:22]=1, predict the reaction product. The product is: [I:26][C:25]1[C:18]2[C:17]([N:1]3[CH2:6][CH2:5][O:4][CH2:3][CH2:2]3)=[N:22][CH:21]=[N:20][C:19]=2[N:23]([CH2:27][O:28][CH2:29][CH2:30][Si:31]([CH3:34])([CH3:33])[CH3:32])[CH:24]=1.